From a dataset of Forward reaction prediction with 1.9M reactions from USPTO patents (1976-2016). Predict the product of the given reaction. (1) Given the reactants [Cl:1][C:2]1[CH:7]=[C:6]([Cl:8])[CH:5]=[CH:4][C:3]=1[C:9]1[N:14]2[CH:15]=[C:16]([C:18]([O:20][CH2:21][CH3:22])=[O:19])[N:17]=[C:13]2[N:12]=[C:11]([CH3:23])[C:10]=1[C:24]([O:26]C(C)(C)C)=[O:25].C(O)(C(F)(F)F)=O, predict the reaction product. The product is: [Cl:1][C:2]1[CH:7]=[C:6]([Cl:8])[CH:5]=[CH:4][C:3]=1[C:9]1[N:14]2[CH:15]=[C:16]([C:18]([O:20][CH2:21][CH3:22])=[O:19])[N:17]=[C:13]2[N:12]=[C:11]([CH3:23])[C:10]=1[C:24]([OH:26])=[O:25]. (2) Given the reactants [C:1]([O:5][C:6]([NH:8][C:9]1[CH:10]=[CH:11][C:12]([F:35])=[C:13]([C@:15]2([CH3:34])[CH2:20][N:19]3[C:21]([CH2:24][OH:25])=[CH:22][N:23]=[C:18]3[C:17]([NH:26][C:27](=[O:33])[O:28][C:29]([CH3:32])([CH3:31])[CH3:30])=[N:16]2)[CH:14]=1)=[O:7])([CH3:4])([CH3:3])[CH3:2], predict the reaction product. The product is: [C:1]([O:5][C:6]([NH:8][C:9]1[CH:10]=[CH:11][C:12]([F:35])=[C:13]([C@:15]2([CH3:34])[CH2:20][N:19]3[C:21]([CH:24]=[O:25])=[CH:22][N:23]=[C:18]3[C:17]([NH:26][C:27](=[O:33])[O:28][C:29]([CH3:32])([CH3:31])[CH3:30])=[N:16]2)[CH:14]=1)=[O:7])([CH3:4])([CH3:2])[CH3:3].